This data is from Catalyst prediction with 721,799 reactions and 888 catalyst types from USPTO. The task is: Predict which catalyst facilitates the given reaction. (1) Reactant: I[C:2]1[C:10]2[C:5](=[CH:6][C:7]([N+:12]([O-:14])=[O:13])=[CH:8][C:9]=2[CH3:11])[N:4]([CH:15]2[CH2:20][CH2:19][CH2:18][CH2:17][O:16]2)[N:3]=1.[CH3:21]B(O)O.C(=O)([O-])[O-].[Cs+].[Cs+]. Product: [CH3:21][C:2]1[C:10]2[C:5](=[CH:6][C:7]([N+:12]([O-:14])=[O:13])=[CH:8][C:9]=2[CH3:11])[N:4]([CH:15]2[CH2:20][CH2:19][CH2:18][CH2:17][O:16]2)[N:3]=1. The catalyst class is: 755. (2) Reactant: Cl.Cl.[F:3][C:4]1[CH:5]=[CH:6][C:7]2[N:11]=[C:10]([C@@H:12]([NH2:14])[CH3:13])[N:9]([C:15]3[CH:20]=[CH:19][CH:18]=[CH:17][CH:16]=3)[C:8]=2[CH:21]=1.[NH2:22][C:23]1[C:28]([C:29]#[N:30])=[C:27](Cl)[N:26]=[CH:25][N:24]=1.CCN(C(C)C)C(C)C. Product: [NH2:22][C:23]1[C:28]([C:29]#[N:30])=[C:27]([NH:14][C@H:12]([C:10]2[N:9]([C:15]3[CH:16]=[CH:17][CH:18]=[CH:19][CH:20]=3)[C:8]3[CH:21]=[C:4]([F:3])[CH:5]=[CH:6][C:7]=3[N:11]=2)[CH3:13])[N:26]=[CH:25][N:24]=1. The catalyst class is: 41. (3) Reactant: [Li]CCCC.CO[CH:8](OC)[CH2:9][NH2:10].[S:13]1[CH:17]=[CH:16][N:15]=[C:14]1[C:18]#[N:19].N. Product: [NH:10]1[CH:9]=[CH:8][N:19]=[C:18]1[C:14]1[S:13][CH:17]=[CH:16][N:15]=1. The catalyst class is: 323. (4) Reactant: Br[C:2]1[C:3]([Cl:24])=[C:4]([C:8]2[N:12]=[C:11]([C:13]3[CH:14]=[C:15]([Cl:23])[C:16]([O:19][CH:20]([CH3:22])[CH3:21])=[N:17][CH:18]=3)[O:10][N:9]=2)[CH:5]=[CH:6][CH:7]=1.CC1C=CC=CC=1P(C1C=CC=CC=1C)C1C=CC=CC=1C.Br[Zn][CH2:49][CH2:50][C:51]([O:53][CH2:54][CH3:55])=[O:52]. Product: [Cl:24][C:3]1[C:4]([C:8]2[N:12]=[C:11]([C:13]3[CH:18]=[N:17][C:16]([O:19][CH:20]([CH3:22])[CH3:21])=[C:15]([Cl:23])[CH:14]=3)[O:10][N:9]=2)=[CH:5][CH:6]=[CH:7][C:2]=1[CH2:49][CH2:50][C:51]([O:53][CH2:54][CH3:55])=[O:52]. The catalyst class is: 443. (5) Reactant: [CH3:1][O:2][C:3]([C@H:5]1[CH2:10][CH2:9][C@H:8]([CH2:11][NH:12][C:13](=[O:24])[CH2:14][C:15]2[CH:20]=[CH:19][CH:18]=[CH:17][C:16]=2[N+:21]([O-])=O)[CH2:7][CH2:6]1)=[O:4].[H][H]. Product: [CH3:1][O:2][C:3]([C@H:5]1[CH2:10][CH2:9][C@H:8]([CH2:11][NH:12][C:13](=[O:24])[CH2:14][C:15]2[CH:20]=[CH:19][CH:18]=[CH:17][C:16]=2[NH2:21])[CH2:7][CH2:6]1)=[O:4]. The catalyst class is: 19. (6) Reactant: [CH3:1][S:2][C:3]1[N:8]=[CH:7][N:6]=[C:5]([C:9]2[CH:13]3[N:14]=[CH:15][CH:16]=[CH:17][N:12]3[NH:11][C:10]=2[NH2:18])[CH:4]=1.C1C=C(Cl)C=C(C(OO)=[O:27])C=1. The catalyst class is: 3. Product: [CH3:1][S:2]([C:3]1[N:8]=[CH:7][N:6]=[C:5]([C:9]2[CH:13]3[N:14]=[CH:15][CH:16]=[CH:17][N:12]3[NH:11][C:10]=2[NH2:18])[CH:4]=1)=[O:27]. (7) Reactant: C(OC(=O)[NH:7][CH2:8][C:9]1[C:10]([CH2:37][CH:38]([CH3:40])[CH3:39])=[N:11][C:12]([CH3:36])=[C:13]([CH2:22][C:23](=[O:35])[N:24]2[CH2:33][CH2:32][N:31]3[CH:26]([CH2:27][O:28][CH2:29][C:30]3=[O:34])[CH2:25]2)[C:14]=1[C:15]1[CH:20]=[CH:19][C:18]([CH3:21])=[CH:17][CH:16]=1)(C)(C)C.C(OC(=O)C)C.[ClH:48]. Product: [ClH:48].[ClH:48].[NH2:7][CH2:8][C:9]1[C:14]([C:15]2[CH:20]=[CH:19][C:18]([CH3:21])=[CH:17][CH:16]=2)=[C:13]([CH2:22][C:23]([N:24]2[CH2:33][CH2:32][N:31]3[CH:26]([CH2:27][O:28][CH2:29][C:30]3=[O:34])[CH2:25]2)=[O:35])[C:12]([CH3:36])=[N:11][C:10]=1[CH2:37][CH:38]([CH3:39])[CH3:40]. The catalyst class is: 13. (8) The catalyst class is: 10. Reactant: [Cl:1][C:2]1[CH:11]=[CH:10][CH:9]=[C:8]2[C:3]=1[C:4](=[O:39])[N:5]([N:33]1[CH2:38][CH2:37][NH:36][CH2:35][CH2:34]1)[C:6]([C@@H:12]([NH:15][C:16](=[O:32])[O:17][CH2:18][CH:19]1[C:31]3[CH:30]=[CH:29][CH:28]=[CH:27][C:26]=3[C:25]3[C:20]1=[CH:21][CH:22]=[CH:23][CH:24]=3)[CH2:13][CH3:14])=[N:7]2.C(=O)([O-])[O-].[K+].[K+].Br[CH2:47][C:48]1[CH:53]=[CH:52][C:51]([C:54]([F:57])([F:56])[F:55])=[CH:50][CH:49]=1. Product: [Cl:1][C:2]1[CH:11]=[CH:10][CH:9]=[C:8]2[C:3]=1[C:4](=[O:39])[N:5]([N:33]1[CH2:38][CH2:37][N:36]([CH2:47][C:48]3[CH:49]=[CH:50][C:51]([C:54]([F:55])([F:56])[F:57])=[CH:52][CH:53]=3)[CH2:35][CH2:34]1)[C:6]([C@@H:12]([NH:15][C:16](=[O:32])[O:17][CH2:18][CH:19]1[C:31]3[CH:30]=[CH:29][CH:28]=[CH:27][C:26]=3[C:25]3[C:20]1=[CH:21][CH:22]=[CH:23][CH:24]=3)[CH2:13][CH3:14])=[N:7]2. (9) Reactant: [Br:1][C:2]1[CH:3]=[C:4]([C:12]2[N:16]=[C:15]([C:17]3[CH:24]=[CH:23][C:20](C=O)=[CH:19][CH:18]=3)[O:14][N:13]=2)[CH:5]=[CH:6][C:7]=1[O:8][CH:9]([CH3:11])[CH3:10].O.C1(C)C=CC(S(O)(=O)=O)=CC=1.[CH:37]([O:42][CH3:43])([O:40][CH3:41])OC. Product: [Br:1][C:2]1[CH:3]=[C:4]([C:12]2[N:16]=[C:15]([C:17]3[CH:24]=[CH:23][C:20]([CH:37]([O:40][CH3:41])[O:42][CH3:43])=[CH:19][CH:18]=3)[O:14][N:13]=2)[CH:5]=[CH:6][C:7]=1[O:8][CH:9]([CH3:10])[CH3:11]. The catalyst class is: 5.